The task is: Predict the product of the given reaction.. This data is from Forward reaction prediction with 1.9M reactions from USPTO patents (1976-2016). Given the reactants [NH2:1][C:2]1[N:6]([CH:7]2[CH2:10][N:9](C(C3C=CC=CC=3)C3C=CC=CC=3)[CH2:8]2)[N:5]=[C:4]([C:24]2[CH:29]=[CH:28][C:27]([O:30][C:31]3[CH:36]=[CH:35][CH:34]=[CH:33][CH:32]=3)=[CH:26][CH:25]=2)[C:3]=1[C:37]#[N:38].Cl, predict the reaction product. The product is: [NH2:1][C:2]1[N:6]([CH:7]2[CH2:10][NH:9][CH2:8]2)[N:5]=[C:4]([C:24]2[CH:25]=[CH:26][C:27]([O:30][C:31]3[CH:36]=[CH:35][CH:34]=[CH:33][CH:32]=3)=[CH:28][CH:29]=2)[C:3]=1[C:37]#[N:38].